Dataset: Human Reference Interactome with 51,813 positive PPI pairs across 8,248 proteins, plus equal number of experimentally-validated negative pairs. Task: Binary Classification. Given two protein amino acid sequences, predict whether they physically interact or not. (1) Result: 1 (the proteins interact). Protein 1 (ENSG00000100351) has sequence MEAVAKFDFTASGEDELSFHTGDVLKILSNQEEWFKAELGSQEGYVPKNFIDIQFPKWFHEGLSRHQAENLLMGKEVGFFIIRASQSSPGDFSISVRHEDDVQHFKVMRDNKGNYFLWTEKFPSLNKLVDYYRTNSISRQKQIFLRDRTREDQGHRGNSLDRRSQGGPHLSGAVGEEIRPSMNRKLSDHPPTLPLQQHQHQPQPPQYAPAPQQLQQPPQQRYLQHHHFHQERRGGSLDINDGHCGTGLGSEMNAALMHRRHTDPVQLQAAGRVRWARALYDFEALEDDELGFHSGEVVEV.... Protein 2 (ENSG00000141441) has sequence MDPAPSLGCSLKDVKWSSVAVPLDLLVSTYRLPQIARLDNGECVEGLRENDYLLIHSCRQWTTITAHSLEEGHYVIGPKIEIPVHYAGQFKLLEQDRDIKEPVQYFNSVEEVAKAFPERVYVMEDITFNVKVASGECNEDTEVYNITLCTGDELTLMGQAEILYAKTFKEKSRLNTIFKKIGKLNSISKLGKGKMPCLICMNHRTNESISLPFQCKGRFSTRSPLELQMQEGEHTIRNIVEKTRLPVNVTVPSPPPRNPYDLHFIREGHRYKFVNIQTKTVVVCCVLRNNKILPMHFPLH.... (2) Protein 1 (ENSG00000115750) has sequence MDLEEAEEFKERCTQCAAVSWGLTDEGKYYCTSCHNVTERYQEVTNTDLIPNTQIKALNRGLKKKNNTEKGWDWYVCEGFQYILYQQAEALKNLGVGPELKNDVLHNFWKRYLQKSKQAYCKNPVYTTGRKPTVLEDNLSHSDWASEPELLSDVSCPPFLESGAESQSDIHTRKPFPVSKASQSETSVCSGSLDGVEYSQRKEKGIVKMTMPQTLAFCYLSLLWQREAITLSDLLRFVEEDHIPYINAFQHFPEQMKLYGRDRGIFGIESWPDYEDIYKKTVEVGTFLDLPRFPDITEDC.... Protein 2 (ENSG00000158769) has sequence MGTKAQVERKLLCLFILAILLCSLALGSVTVHSSEPEVRIPENNPVKLSCAYSGFSSPRVEWKFDQGDTTRLVCYNNKITASYEDRVTFLPTGITFKSVTREDTGTYTCMVSEEGGNSYGEVKVKLIVLVPPSKPTVNIPSSATIGNRAVLTCSEQDGSPPSEYTWFKDGIVMPTNPKSTRAFSNSSYVLNPTTGELVFDPLSASDTGEYSCEARNGYGTPMTSNAVRMEAVERNVGVIVAAVLVTLILLGILVFGIWFAYSRGHFDRTKKGTSSKKVIYSQPSARSEGEFKQTSSFLV*.... Result: 0 (the proteins do not interact). (3) Result: 0 (the proteins do not interact). Protein 1 (ENSG00000104907) has sequence MQGSSLWLSLTFRSARVLSRARFFEWQSPGLPNTAAMENGTGPYGEERPREVQETTVTEGAAKIAFPSANEVFYNPVQEFNRDLTCAVITEFARIQLGAKGIQIKVPGEKDTQKVVVDLSEQEEEKVELKESENLASGDQPRTAAVGEICEEGLHVLEGLAASGLRSIRFALEVPGLRSVVANDASTRAVDLIRRNVQLNDVAHLVQPSQADARMLMYQHQRVSERFDVIDLDPYGSPATFLDAAVQAVSEGGLLCVTCTDMAVLAGNSGETCYSKYGAMALKSRACHEMALRIVLHSLD.... Protein 2 (ENSG00000138190) has sequence MAENSESLGTVPEHERILQEIESTDTACVGPTLRSVYDDQPNAHKKFMEKLDACIRNHDKEIEKMCNFHHQGFVDAITELLKVRTDAEKLKVQVTDTNRRFQDAGKEVIVHTEDIIRCRIQQRNITTVVEKLQLCLPVLEMYSKLKEQMSAKRYYSALKTMEQLENVYFPWVSQYRFCQLMIENLPKLREDIKEISMSDLKDFLESIRKHSDKIGETAMKQAQHQKTFSVSLQKQNKMKFGKNMYINRDRIPEERNETVLKHSLEEEDENEEEILTVQDLVDFSPVYRCLHIYSVLGDEE.... (4) Protein 1 (ENSG00000204909) has sequence MRATAIVLLLALTLATMFSIECAKQTKQMVDCSHYKKLPPGQQRFCHHMYDPICGSDGKTYKNDCFFCSKVKKTDGTLKFVHFGKC*MVFMNPSHHCFHYKTPPSSSGEHNEPRRLMGLTQPEHLQGIECAKQTKQMVDCSHYKKLPPGQQRFCHHMYDPICGSDGKTYKNDCFFCSKVKKTDGTLKFVHFGKC*. Protein 2 (ENSG00000143603) has sequence MDTSGHFHDSGVGDLDEDPKCPCPSSGDEQQQQQQQQQQQQPPPPAPPAAPQQPLGPSLQPQPPQLQQQQQQQQQQQQQQPPHPLSQLAQLQSQPVHPGLLHSSPTAFRAPPSSNSTAILHPSSRQGSQLNLNDHLLGHSPSSTATSGPGGGSRHRQASPLVHRRDSNPFTEIAMSSCKYSGGVMKPLSRLSASRRNLIEAETEGQPLQLFSPSNPPEIVISSREDNHAHQTLLHHPNATHNHQHAGTTASSTTFPKANKRKNQNIGYKLGHRRALFEKRKRLSDYALIFGMFGIVVMVI.... Result: 0 (the proteins do not interact).